Dataset: Forward reaction prediction with 1.9M reactions from USPTO patents (1976-2016). Task: Predict the product of the given reaction. (1) Given the reactants [Br:1][C:2]1[CH:9]=[CH:8][C:5](C=O)=[C:4]([Cl:10])[C:3]=1[OH:11].CO[CH:14]([O:17][CH3:18])[O:15][CH3:16].Cl, predict the reaction product. The product is: [Br:1][C:2]1[C:3]([OH:11])=[C:4]([Cl:10])[C:5]([CH:14]([O:15][CH3:16])[O:17][CH3:18])=[CH:8][CH:9]=1. (2) Given the reactants Cl[C:2]1[CH:3]=[CH:4][C:5]([N+:15]([O-:17])=[O:16])=[C:6]([N:8]2[CH2:13][CH2:12][CH:11]([CH3:14])[CH2:10][CH2:9]2)[CH:7]=1.[OH:18][CH2:19][CH2:20][N:21]1[CH2:26][CH2:25][NH:24][CH2:23][CH2:22]1, predict the reaction product. The product is: [CH3:14][CH:11]1[CH2:12][CH2:13][N:8]([C:6]2[CH:7]=[C:2]([N:24]3[CH2:25][CH2:26][N:21]([CH2:20][CH2:19][OH:18])[CH2:22][CH2:23]3)[CH:3]=[CH:4][C:5]=2[N+:15]([O-:17])=[O:16])[CH2:9][CH2:10]1. (3) Given the reactants [CH3:1][C:2]1([CH3:14])[C:6]([CH3:8])([CH3:7])[O:5][B:4]([C:9]2[CH:10]=[N:11][NH:12][CH:13]=2)[O:3]1.C(=O)([O-])[O-].[K+].[K+].Br[CH2:22][CH2:23][CH2:24][C:25]([O:27][CH2:28][CH3:29])=[O:26], predict the reaction product. The product is: [CH2:28]([O:27][C:25](=[O:26])[CH2:24][CH2:23][CH2:22][N:12]1[CH:13]=[C:9]([B:4]2[O:5][C:6]([CH3:7])([CH3:8])[C:2]([CH3:14])([CH3:1])[O:3]2)[CH:10]=[N:11]1)[CH3:29]. (4) Given the reactants CCN=C=NCCCN(C)C.[F:12][C:13]1[CH:18]=[CH:17][C:16]([NH:19]/[N:20]=[CH:21]/[CH:22]=[C:23]2[C:28](=[O:29])OC(C)(C)O[C:24]2=[O:32])=[CH:15][CH:14]=1.C(N(CC)CC)C.[CH3:40][O:41][C:42]1[CH:80]=[CH:79][C:45]([CH2:46][N:47]2[C:51]3=[N:52][CH:53]=[CH:54][C:55]([O:56][C:57]4[CH:62]=[CH:61][C:60]([NH2:63])=[CH:59][C:58]=4[F:64])=[C:50]3[C:49]([S:65][CH:66]3[CH2:71][CH2:70][N:69]([C:72]([O:74][C:75]([CH3:78])([CH3:77])[CH3:76])=[O:73])[CH2:68][CH2:67]3)=[N:48]2)=[CH:44][CH:43]=1.FC1C=CC(N2C(=O)C(C(O)=O)=CC=N2)=CC=1.NC1C=CC=CC=1, predict the reaction product. The product is: [CH3:40][O:41][C:42]1[CH:43]=[CH:44][C:45]([CH2:46][N:47]2[C:51]3=[N:52][CH:53]=[CH:54][C:55]([O:56][C:57]4[CH:62]=[CH:61][C:60]([NH:63][C:28]([C:23]5[C:24](=[O:32])[N:19]([C:16]6[CH:15]=[CH:14][C:13]([F:12])=[CH:18][CH:17]=6)[N:20]=[CH:21][CH:22]=5)=[O:29])=[CH:59][C:58]=4[F:64])=[C:50]3[C:49]([S:65][CH:66]3[CH2:71][CH2:70][N:69]([C:72]([O:74][C:75]([CH3:76])([CH3:78])[CH3:77])=[O:73])[CH2:68][CH2:67]3)=[N:48]2)=[CH:79][CH:80]=1. (5) Given the reactants [Cl:1][CH2:2][CH2:3][N:4]([CH2:17][CH2:18][Cl:19])[C:5]1[CH:16]=[CH:15][C:8]([CH2:9][C@@H:10]([C:12]([OH:14])=[O:13])[NH2:11])=[CH:7][CH:6]=1.Cl, predict the reaction product. The product is: [ClH:1].[Cl:1][CH2:2][CH2:3][N:4]([CH2:17][CH2:18][Cl:19])[C:5]1[CH:6]=[CH:7][C:8]([CH2:9][C@@H:10]([C:12]([OH:14])=[O:13])[NH2:11])=[CH:15][CH:16]=1. (6) Given the reactants C[O:2][C:3]1[CH:4]=[C:5]2[C:10](=[CH:11][CH:12]=1)[CH2:9][N:8]([C:13]1[CH:14]=[C:15]([CH:20]=[CH:21][CH:22]=1)[C:16]([O:18][CH3:19])=[O:17])[C:7](=[O:23])[CH2:6]2.B(Br)(Br)Br, predict the reaction product. The product is: [OH:2][C:3]1[CH:4]=[C:5]2[C:10](=[CH:11][CH:12]=1)[CH2:9][N:8]([C:13]1[CH:14]=[C:15]([CH:20]=[CH:21][CH:22]=1)[C:16]([O:18][CH3:19])=[O:17])[C:7](=[O:23])[CH2:6]2. (7) Given the reactants [Cl:1][C:2]1[CH:7]=[CH:6][C:5]([CH2:8][C:9]([OH:11])=O)=[CH:4][N:3]=1.[F:12][C:13]1[CH:14]=[C:15]([CH:18]=[CH:19][CH:20]=1)[CH2:16][NH2:17].C1CN([P+](ON2N=NC3C=CC=CC2=3)(N2CCCC2)N2CCCC2)CC1.F[P-](F)(F)(F)(F)F.CCN(C(C)C)C(C)C, predict the reaction product. The product is: [ClH:1].[Cl:1][C:2]1[N:3]=[CH:4][C:5]([CH2:8][C:9]([NH:17][CH2:16][C:15]2[CH:18]=[CH:19][CH:20]=[C:13]([F:12])[CH:14]=2)=[O:11])=[CH:6][CH:7]=1. (8) Given the reactants FC(F)(F)C1C=CC2NC3C=CC=CC=3N=C(N3CCN[C@@H](CCOC)C3)C=2C=1.Cl.[CH3:31][C:32]1[S:41][C:40]2[NH:39][C:38]3[CH:42]=[CH:43][CH:44]=[CH:45][C:37]=3[N:36]=[C:35]([NH2:46])[C:34]=2[CH:33]=1.[CH3:47][O:48][CH2:49][C@H:50]1[CH2:55]N[CH2:53][CH2:52][NH:51]1, predict the reaction product. The product is: [CH3:47][O:48][CH2:49][C@@H:50]1[NH:51][CH2:52][CH2:53][N:46]([C:35]2[C:34]3[CH:33]=[C:32]([CH3:31])[S:41][C:40]=3[NH:39][C:38]3[CH:42]=[CH:43][CH:44]=[CH:45][C:37]=3[N:36]=2)[CH2:55]1.